The task is: Predict which catalyst facilitates the given reaction.. This data is from Catalyst prediction with 721,799 reactions and 888 catalyst types from USPTO. (1) Reactant: [CH3:1][NH2:2].[O:3]1[C:7]2[CH:8]=[CH:9][C:10]([N:12]3[C:20]4[C:19]5[CH:21]=[C:22]([NH:25][C:26]([C:28]6[C:33]([Cl:34])=[CH:32][CH:31]=[C:30](Cl)[N:29]=6)=[O:27])[CH:23]=[CH:24][C:18]=5[CH2:17][CH2:16][C:15]=4[C:14]([C:36]([NH2:38])=[O:37])=[N:13]3)=[CH:11][C:6]=2[O:5][CH2:4]1. Product: [O:3]1[C:7]2[CH:8]=[CH:9][C:10]([N:12]3[C:20]4[C:19]5[CH:21]=[C:22]([NH:25][C:26]([C:28]6[C:33]([Cl:34])=[CH:32][CH:31]=[C:30]([NH:2][CH3:1])[N:29]=6)=[O:27])[CH:23]=[CH:24][C:18]=5[CH2:17][CH2:16][C:15]=4[C:14]([C:36]([NH2:38])=[O:37])=[N:13]3)=[CH:11][C:6]=2[O:5][CH2:4]1. The catalyst class is: 44. (2) Reactant: Cl.[CH3:2][O:3][C:4]1[CH:13]=[CH:12][CH:11]=[C:10]2[C:5]=1[CH2:6][CH2:7][N:8]([CH2:14][C:15]1[CH:20]=[CH:19][C:18]([C@@H:21]([NH2:23])[CH3:22])=[CH:17][CH:16]=1)[CH2:9]2.[C:24](OC(=O)C)(=[O:26])[CH3:25].CO. Product: [CH3:2][O:3][C:4]1[CH:13]=[CH:12][CH:11]=[C:10]2[C:5]=1[CH2:6][CH2:7][N:8]([CH2:14][C:15]1[CH:16]=[CH:17][C:18]([C@@H:21]([NH:23][C:24](=[O:26])[CH3:25])[CH3:22])=[CH:19][CH:20]=1)[CH2:9]2. The catalyst class is: 2. (3) Reactant: [NH:1]1[CH2:5][CH2:4][CH2:3][CH2:2]1.[Cl:6][C:7]1[N:8]=[C:9]([C:14]([NH:16][CH:17]2[CH2:22][CH2:21][N:20]([C:23]([O:25][C:26]([CH3:29])([CH3:28])[CH3:27])=[O:24])[CH2:19][C:18]2=O)=[O:15])[NH:10][C:11]=1[CH2:12][CH3:13].C([BH3-])#N.[Na+].C(O)(=O)C. Product: [Cl:6][C:7]1[N:8]=[C:9]([C:14]([NH:16][C@@H:17]2[CH2:22][CH2:21][N:20]([C:23]([O:25][C:26]([CH3:27])([CH3:29])[CH3:28])=[O:24])[CH2:19][C@H:18]2[N:1]2[CH2:5][CH2:4][CH2:3][CH2:2]2)=[O:15])[NH:10][C:11]=1[CH2:12][CH3:13]. The catalyst class is: 83. (4) Reactant: [CH2:1]([NH:8][C:9]1[S:10][C:11]([C:14]([NH:16][C:17]2[S:18][C:19]([C:22]3[CH:27]=[CH:26][C:25]([CH3:28])=[CH:24][CH:23]=3)=[CH:20][N:21]=2)=O)=[CH:12][N:13]=1)[C:2]1[CH:7]=[CH:6][CH:5]=[CH:4][CH:3]=1. Product: [CH2:1]([NH:8][C:9]1[S:10][C:11]([CH2:14][NH:16][C:17]2[S:18][C:19]([C:22]3[CH:23]=[CH:24][C:25]([CH3:28])=[CH:26][CH:27]=3)=[CH:20][N:21]=2)=[CH:12][N:13]=1)[C:2]1[CH:3]=[CH:4][CH:5]=[CH:6][CH:7]=1. The catalyst class is: 1. (5) Reactant: Br[CH2:2][CH2:3][CH2:4][CH2:5][N:6]1C(=O)C2=CC=CC=C2C1=O.Cl.[F:18][CH:19]1[CH2:24][CH2:23][NH:22][CH2:21][CH2:20]1.C(N(CC)CC)C.O.NN. Product: [F:18][CH:19]1[CH2:24][CH2:23][N:22]([CH2:2][CH2:3][CH2:4][CH2:5][NH2:6])[CH2:21][CH2:20]1. The catalyst class is: 8. (6) Reactant: [C:1]1([C:7]2([C:18]3[CH:23]=[CH:22][CH:21]=[CH:20][CH:19]=3)[CH:11]3[CH2:12][NH:13][CH2:14][CH2:15][CH2:16][N:10]3[C:9](=[O:17])[O:8]2)[CH:6]=[CH:5][CH:4]=[CH:3][CH:2]=1.[F:24][C:25]1[CH:34]=[CH:33][C:28]([CH2:29][N:30]=[C:31]=[O:32])=[CH:27][CH:26]=1. Product: [F:24][C:25]1[CH:26]=[CH:27][C:28]([CH2:29][NH:30][C:31]([N:13]2[CH2:14][CH2:15][CH2:16][N:10]3[C:9](=[O:17])[O:8][C:7]([C:1]4[CH:2]=[CH:3][CH:4]=[CH:5][CH:6]=4)([C:18]4[CH:19]=[CH:20][CH:21]=[CH:22][CH:23]=4)[CH:11]3[CH2:12]2)=[O:32])=[CH:33][CH:34]=1. The catalyst class is: 7. (7) Reactant: [OH:1][C:2]1[CH:11]=[C:10]2[C:5]([C:6]([O:12][C:13]3[CH:14]=[C:15]4[C:19](=[CH:20][CH:21]=3)[NH:18][C:17]([CH3:22])=[CH:16]4)=[N:7][CH:8]=[N:9]2)=[CH:4][C:3]=1[O:23][CH3:24].C(=O)([O-])[O-].[K+].[K+].[CH2:31]([CH:33]1[O:35][CH2:34]1)Br.[NH:36]1[CH2:41][CH2:40][O:39][CH2:38][CH2:37]1. Product: [OH:35][CH:33]([CH2:34][N:36]1[CH2:41][CH2:40][O:39][CH2:38][CH2:37]1)[CH2:31][O:1][C:2]1[CH:11]=[C:10]2[C:5]([C:6]([O:12][C:13]3[CH:14]=[C:15]4[C:19](=[CH:20][CH:21]=3)[NH:18][C:17]([CH3:22])=[CH:16]4)=[N:7][CH:8]=[N:9]2)=[CH:4][C:3]=1[O:23][CH3:24]. The catalyst class is: 3. (8) Reactant: [CH2:1]([N:3]([CH2:38][CH3:39])[CH2:4][CH2:5][CH2:6][NH:7][C:8]1[N:9]=[C:10]([C:27]2[CH:28]=[C:29]([CH:33]=[C:34]([F:37])[C:35]=2[CH3:36])[C:30]([OH:32])=O)[C:11]2[CH:17]=[CH:16][C:15](=[O:18])[N:14]([C:19]3[C:24]([F:25])=[CH:23][CH:22]=[CH:21][C:20]=3[F:26])[C:12]=2[N:13]=1)[CH3:2].CN(C(ON1N=NC2C=CC=CC1=2)=[N+](C)C)C.F[P-](F)(F)(F)(F)F.C(N(CC)CC)C.[CH:71]1[N:75]=[C:74]([NH2:76])[S:73][CH:72]=1. Product: [CH2:38]([N:3]([CH2:1][CH3:2])[CH2:4][CH2:5][CH2:6][NH:7][C:8]1[N:9]=[C:10]([C:27]2[CH:28]=[C:29]([CH:33]=[C:34]([F:37])[C:35]=2[CH3:36])[C:30]([NH:76][C:74]2[S:73][CH:72]=[CH:71][N:75]=2)=[O:32])[C:11]2[CH:17]=[CH:16][C:15](=[O:18])[N:14]([C:19]3[C:20]([F:26])=[CH:21][CH:22]=[CH:23][C:24]=3[F:25])[C:12]=2[N:13]=1)[CH3:39]. The catalyst class is: 3.